Dataset: Forward reaction prediction with 1.9M reactions from USPTO patents (1976-2016). Task: Predict the product of the given reaction. (1) Given the reactants CC([N:5]([C@@H:9]1[CH2:14][CH2:13][CH2:12][N:11]([C:15]2[CH:20]=[C:19]([C:21]3[CH:26]=[CH:25][C:24]([C:27]#[N:28])=[C:23]([F:29])[CH:22]=3)[N:18]=[C:17]([NH:30][CH3:31])[N:16]=2)[CH2:10]1)C(=O)[O-])(C)C.[ClH:32].O1CCOCC1, predict the reaction product. The product is: [ClH:32].[NH2:5][C@@H:9]1[CH2:14][CH2:13][CH2:12][N:11]([C:15]2[N:16]=[C:17]([NH:30][CH3:31])[N:18]=[C:19]([C:21]3[CH:26]=[CH:25][C:24]([C:27]#[N:28])=[C:23]([F:29])[CH:22]=3)[CH:20]=2)[CH2:10]1. (2) Given the reactants [Cl:1][C:2]1[CH:3]=[CH:4][C:5]2[N:6]([C:8]([CH2:18][C:19]3[C:23]([CH3:24])=[N:22][NH:21][N:20]=3)=[C:9]([C:11]3[CH:16]=[CH:15][C:14]([Cl:17])=[CH:13][CH:12]=3)[N:10]=2)[CH:7]=1.[C:25](=O)([O-])[O-].[K+].[K+].CI.C(I)C, predict the reaction product. The product is: [Cl:1][C:2]1[CH:3]=[CH:4][C:5]2[N:6]([C:8]([CH2:18][C:19]3[C:23]([CH3:24])=[N:22][N:21]([CH3:25])[N:20]=3)=[C:9]([C:11]3[CH:12]=[CH:13][C:14]([Cl:17])=[CH:15][CH:16]=3)[N:10]=2)[CH:7]=1. (3) Given the reactants FC(F)(F)C(O)=O.[F:8][C:9]1[C:10]([C:33]([F:36])([F:35])[F:34])=[C:11]([CH:16]2[CH2:21][CH2:20][N:19]([C:22]([C:24]3[C:32]4[CH2:31][CH2:30][NH:29][CH2:28][C:27]=4[NH:26][N:25]=3)=[O:23])[CH2:18][CH2:17]2)[CH:12]=[CH:13][C:14]=1[F:15].Br[CH2:38][C:39]([O:41][C:42]([CH3:45])([CH3:44])[CH3:43])=[O:40], predict the reaction product. The product is: [F:8][C:9]1[C:10]([C:33]([F:34])([F:35])[F:36])=[C:11]([CH:16]2[CH2:17][CH2:18][N:19]([C:22]([C:24]3[C:32]4[CH2:31][CH2:30][N:29]([CH2:38][C:39]([O:41][C:42]([CH3:45])([CH3:44])[CH3:43])=[O:40])[CH2:28][C:27]=4[NH:26][N:25]=3)=[O:23])[CH2:20][CH2:21]2)[CH:12]=[CH:13][C:14]=1[F:15]. (4) Given the reactants Br[C:2]1[CH:8]=[C:7]([C:9]([F:12])([F:11])[F:10])[C:5]([NH2:6])=[C:4]([N+:13]([O-:15])=[O:14])[CH:3]=1.[F:16][C:17]1[CH:22]=[CH:21][CH:20]=[CH:19][C:18]=1B(O)O.C(Cl)Cl.C([O-])([O-])=O.[Na+].[Na+], predict the reaction product. The product is: [F:16][C:17]1[CH:22]=[CH:21][CH:20]=[CH:19][C:18]=1[C:2]1[CH:3]=[C:4]([N+:13]([O-:15])=[O:14])[C:5]([NH2:6])=[C:7]([C:9]([F:12])([F:11])[F:10])[CH:8]=1. (5) Given the reactants [CH:1]1([C:7]2([CH3:23])[NH:11][C:10](=[O:12])[N:9]([CH2:13][C:14]3[CH:19]=[CH:18][C:17]([O:20][CH3:21])=[CH:16][CH:15]=3)[C:8]2=[O:22])[CH2:6][CH2:5][CH2:4][CH2:3][CH2:2]1.[CH3:24]I, predict the reaction product. The product is: [CH:1]1([C:7]2([CH3:23])[N:11]([CH3:24])[C:10](=[O:12])[N:9]([CH2:13][C:14]3[CH:15]=[CH:16][C:17]([O:20][CH3:21])=[CH:18][CH:19]=3)[C:8]2=[O:22])[CH2:2][CH2:3][CH2:4][CH2:5][CH2:6]1. (6) Given the reactants [CH:1]1[C:13]2[CH:12]([N:14]3[CH:19]=[CH:18][CH:17]=[C:16]([C:20]([O:22]C)=[O:21])[C:15]3=[O:24])[C:11]3[C:6](=[CH:7][CH:8]=[CH:9][CH:10]=3)[C:5]=2[CH:4]=[CH:3][CH:2]=1.[OH-].[Na+], predict the reaction product. The product is: [CH:10]1[C:11]2[CH:12]([N:14]3[CH:19]=[CH:18][CH:17]=[C:16]([C:20]([OH:22])=[O:21])[C:15]3=[O:24])[C:13]3[C:5](=[CH:4][CH:3]=[CH:2][CH:1]=3)[C:6]=2[CH:7]=[CH:8][CH:9]=1. (7) Given the reactants [C:1]([O:4][C:5]1[C:6]([C:11]#[C:12][Si](C)(C)C)=[N:7][CH:8]=[CH:9][CH:10]=1)(=[O:3])[CH3:2].O.CCCC[N+](CCCC)(CCCC)CCCC.[F-], predict the reaction product. The product is: [C:1]([O:4][C:5]1[C:6]([C:11]#[CH:12])=[N:7][CH:8]=[CH:9][CH:10]=1)(=[O:3])[CH3:2].